From a dataset of Forward reaction prediction with 1.9M reactions from USPTO patents (1976-2016). Predict the product of the given reaction. (1) Given the reactants [CH3:1][S:2]([N:5]1[CH2:14][CH2:13][C:12]2[C:7](=[CH:8][CH:9]=[C:10]([O:15][CH2:16][CH2:17][CH2:18][C:19]3[CH:24]=[CH:23][C:22]([OH:25])=[CH:21][CH:20]=3)[CH:11]=2)[CH2:6]1)(=[O:4])=[O:3].Cl[C:27]1[N:32]=[CH:31][CH:30]=[CH:29][N:28]=1, predict the reaction product. The product is: [CH3:1][S:2]([N:5]1[CH2:14][CH2:13][C:12]2[C:7](=[CH:8][CH:9]=[C:10]([O:15][CH2:16][CH2:17][CH2:18][C:19]3[CH:20]=[CH:21][C:22]([O:25][C:27]4[N:32]=[CH:31][CH:30]=[CH:29][N:28]=4)=[CH:23][CH:24]=3)[CH:11]=2)[CH2:6]1)(=[O:4])=[O:3]. (2) Given the reactants [CH3:1][C:2]([CH3:23])([CH3:22])[C@H:3]([OH:21])[CH2:4][CH2:5][C:6]1[O:7][C:8]([C:11]2[CH:16]=[CH:15][C:14]([C:17]([F:20])([F:19])[F:18])=[CH:13][CH:12]=2)=[N:9][N:10]=1.[N:24]([C@@H:27]([CH2:32][CH2:33][CH2:34][CH3:35])[C:28]([O:30]C)=O)=[C:25]=[O:26].O.[OH-].[Li+].[C:39]1([P:45](=[CH:58][C:59]#[N:60])([C:52]2[CH:57]=[CH:56][CH:55]=[CH:54][CH:53]=2)[C:46]2[CH:51]=[CH:50][CH:49]=[CH:48][CH:47]=2)[CH:44]=[CH:43][CH:42]=[CH:41][CH:40]=1, predict the reaction product. The product is: [C:59]([C:58](=[P:45]([C:46]1[CH:51]=[CH:50][CH:49]=[CH:48][CH:47]=1)([C:39]1[CH:40]=[CH:41][CH:42]=[CH:43][CH:44]=1)[C:52]1[CH:57]=[CH:56][CH:55]=[CH:54][CH:53]=1)[C:28]([C@@H:27]([NH:24][C:25](=[O:26])[O:21][C@H:3]([CH2:4][CH2:5][C:6]1[O:7][C:8]([C:11]2[CH:16]=[CH:15][C:14]([C:17]([F:20])([F:19])[F:18])=[CH:13][CH:12]=2)=[N:9][N:10]=1)[C:2]([CH3:23])([CH3:22])[CH3:1])[CH2:32][CH2:33][CH2:34][CH3:35])=[O:30])#[N:60]. (3) Given the reactants [CH2:1]([S:5][C:6]([C:8]1([C:11](=[O:13])[CH3:12])[CH2:10][CH2:9]1)=[O:7])[CH2:2][CH2:3][CH3:4].C(N(CC)CC)C.[Br:21]N1C(=O)CCC1=O, predict the reaction product. The product is: [CH2:1]([S:5][C:6]([C:8]1([C:11](=[O:13])[CH2:12][Br:21])[CH2:9][CH2:10]1)=[O:7])[CH2:2][CH2:3][CH3:4].